This data is from Reaction yield outcomes from USPTO patents with 853,638 reactions. The task is: Predict the reaction yield, written as a fraction of the theoretical maximum amount of product (1.0 means a 100% yield; for example, 0.34 means a 34% yield). (1) The reactants are [NH2:1][C:2]([C:5]1[N:10]=[CH:9][C:8]([N:11]([CH2:19][C:20]2[CH:25]=[CH:24][CH:23]=[CH:22][CH:21]=2)[CH2:12][C:13]2[CH:18]=[CH:17][CH:16]=[CH:15][CH:14]=2)=[CH:7][CH:6]=1)([CH3:4])[CH3:3].[CH3:26][C:27]([O:30][C:31](O[C:31]([O:30][C:27]([CH3:29])([CH3:28])[CH3:26])=[O:32])=[O:32])([CH3:29])[CH3:28]. The catalyst is C(Cl)Cl. The product is [C:27]([O:30][C:31](=[O:32])[NH:1][C:2]([C:5]1[CH:6]=[CH:7][C:8]([N:11]([CH2:19][C:20]2[CH:21]=[CH:22][CH:23]=[CH:24][CH:25]=2)[CH2:12][C:13]2[CH:14]=[CH:15][CH:16]=[CH:17][CH:18]=2)=[CH:9][N:10]=1)([CH3:3])[CH3:4])([CH3:29])([CH3:28])[CH3:26]. The yield is 0.440. (2) The reactants are [CH3:1][O:2][C:3]1[C:4]2[C:16]([C:17]3[CH:22]=[CH:21][CH:20]=[CH:19][CH:18]=3)=[C:15]([C:23]3[CH:28]=[CH:27][C:26]([C:29]4([NH:33]C(=O)OC(C)(C)C)[CH2:32][CH2:31][CH2:30]4)=[CH:25][CH:24]=3)[O:14][C:5]=2[N:6]=[C:7]([NH:9][CH2:10][CH2:11][O:12][CH3:13])[N:8]=1.C(O)(C(F)(F)F)=O. The catalyst is C(Cl)Cl. The product is [NH2:33][C:29]1([C:26]2[CH:27]=[CH:28][C:23]([C:15]3[O:14][C:5]4[N:6]=[C:7]([NH:9][CH2:10][CH2:11][O:12][CH3:13])[N:8]=[C:3]([O:2][CH3:1])[C:4]=4[C:16]=3[C:17]3[CH:18]=[CH:19][CH:20]=[CH:21][CH:22]=3)=[CH:24][CH:25]=2)[CH2:30][CH2:31][CH2:32]1. The yield is 0.460. (3) The product is [CH:1]([N:4]1[C:5]([S:26][CH3:27])=[N:6][N:7]=[C:8]1[C:9]1[CH:14]=[C:13]([CH:15]([CH3:17])[CH3:16])[C:12]([O:18][CH2:19][O:20][CH3:21])=[CH:11][C:10]=1[O:22][CH2:23][O:24][CH3:25])([CH3:2])[CH3:3]. The catalyst is C(O)C. The reactants are [CH:1]([N:4]1[C:8]([C:9]2[CH:14]=[C:13]([CH:15]([CH3:17])[CH3:16])[C:12]([O:18][CH2:19][O:20][CH3:21])=[CH:11][C:10]=2[O:22][CH2:23][O:24][CH3:25])=[N:7][NH:6][C:5]1=[S:26])([CH3:3])[CH3:2].[C:27](=O)([O-])[O-].[K+].[K+].CI. The yield is 0.950. (4) The reactants are [C:1]([C:3]1[C:4]([CH2:25][CH:26]([CH3:28])[CH3:27])=[N:5][C:6]2[C:11]([C:12]=1[C:13]1[CH:18]=[CH:17][CH:16]=[CH:15][C:14]=1[F:19])=[CH:10][C:9]([O:20][CH2:21][C:22]([NH2:24])=[O:23])=[CH:8][CH:7]=2)#[N:2].N.O1CCCC1.[ClH:35]. The catalyst is C(OCC)(=O)C.[Ni].CO. The product is [ClH:35].[ClH:35].[NH2:2][CH2:1][C:3]1[C:4]([CH2:25][CH:26]([CH3:28])[CH3:27])=[N:5][C:6]2[C:11]([C:12]=1[C:13]1[CH:18]=[CH:17][CH:16]=[CH:15][C:14]=1[F:19])=[CH:10][C:9]([O:20][CH2:21][C:22]([NH2:24])=[O:23])=[CH:8][CH:7]=2. The yield is 0.590.